Dataset: Full USPTO retrosynthesis dataset with 1.9M reactions from patents (1976-2016). Task: Predict the reactants needed to synthesize the given product. (1) Given the product [CH3:8][C:4]1[CH:5]=[CH:6][CH:7]=[C:2]([CH3:1])[C:3]=1[NH:9][C:10](=[O:32])[CH2:11][N:12]1[CH2:13][CH2:14][N:15]([CH2:18][CH:19]([OH:31])[CH2:20][O:21][CH2:22][C:23]2[CH:24]=[CH:25][C:26]([CH2:27][CH2:28][CH2:29][CH3:30])=[CH:34][CH:33]=2)[CH2:16][CH2:17]1, predict the reactants needed to synthesize it. The reactants are: [CH3:1][C:2]1[CH:7]=[CH:6][CH:5]=[C:4]([CH3:8])[C:3]=1[NH:9][C:10](=[O:32])[CH2:11][N:12]1[CH2:17][CH2:16][N:15]([CH2:18][CH:19]([OH:31])[CH2:20][O:21][CH:22]2[CH2:30][C:29]3[C:24](=[CH:25][CH:26]=[CH:27][CH:28]=3)[CH2:23]2)[CH2:14][CH2:13]1.[CH3:33][CH:34](O)C. (2) The reactants are: [CH3:1][O:2][C:3](=[O:28])[CH2:4][C:5]([C:22]1[CH:27]=[CH:26][N:25]=[CH:24][CH:23]=1)=[CH:6][N:7]1[C:15]2[CH:14]=[CH:13][C:12]([CH3:16])=[CH:11][C:10]=2[C:9]2[CH2:17][N:18]([CH3:21])[CH2:19][CH2:20][C:8]1=2. Given the product [CH3:1][O:2][C:3](=[O:28])[CH2:4][CH:5]([C:22]1[CH:23]=[CH:24][N:25]=[CH:26][CH:27]=1)[CH2:6][N:7]1[C:15]2[CH:14]=[CH:13][C:12]([CH3:16])=[CH:11][C:10]=2[C:9]2[CH2:17][N:18]([CH3:21])[CH2:19][CH2:20][C:8]1=2, predict the reactants needed to synthesize it. (3) Given the product [Si:1]([O:8][CH2:9][C:10]1[S:14][C:13]([Cl:15])=[C:12]([C:16]([C:18]2[CH:23]=[CH:22][CH:21]=[C:20]([Cl:24])[CH:19]=2)=[O:17])[CH:11]=1)([C:4]([CH3:7])([CH3:6])[CH3:5])([CH3:3])[CH3:2], predict the reactants needed to synthesize it. The reactants are: [Si:1]([O:8][CH2:9][C:10]1[S:14][C:13]([Cl:15])=[C:12]([CH:16]([C:18]2[CH:23]=[CH:22][CH:21]=[C:20]([Cl:24])[CH:19]=2)[OH:17])[CH:11]=1)([C:4]([CH3:7])([CH3:6])[CH3:5])([CH3:3])[CH3:2]. (4) Given the product [NH2:10][CH2:11][CH2:12][CH2:13][CH2:14][CH2:15][C:16]([N:18]1[CH2:22][CH:21]([OH:23])[CH2:20][CH:19]1[CH:24]([C:43]1[CH:48]=[CH:47][CH:46]=[CH:45][CH:44]=1)[O:25][CH:26]([C:35]1[CH:40]=[CH:39][C:38]([O:41][CH3:42])=[CH:37][CH:36]=1)[C:27]1[CH:32]=[CH:31][C:30]([O:33][CH3:34])=[CH:29][CH:28]=1)=[O:17], predict the reactants needed to synthesize it. The reactants are: C(OC(=O)[NH:10][CH2:11][CH2:12][CH2:13][CH2:14][CH2:15][C:16]([N:18]1[CH2:22][CH:21]([OH:23])[CH2:20][CH:19]1[CH:24]([C:43]1[CH:48]=[CH:47][CH:46]=[CH:45][CH:44]=1)[O:25][CH:26]([C:35]1[CH:40]=[CH:39][C:38]([O:41][CH3:42])=[CH:37][CH:36]=1)[C:27]1[CH:32]=[CH:31][C:30]([O:33][CH3:34])=[CH:29][CH:28]=1)=[O:17])C1C=CC=CC=1. (5) Given the product [F:17][CH2:18][CH2:19][NH:20][C:14]([CH2:13][NH:12][C:10]([C:7]1[CH:8]=[CH:9][C:2]2[C:3]([CH:6]=1)=[N:4][O:5][N:1]=2)=[O:11])=[O:16], predict the reactants needed to synthesize it. The reactants are: [N:1]1[O:5][N:4]=[C:3]2[CH:6]=[C:7]([C:10]([NH:12][CH2:13][C:14]([OH:16])=O)=[O:11])[CH:8]=[CH:9][C:2]=12.[F:17][CH2:18][CH2:19][NH2:20].C1C=CC2N(O)N=NC=2C=1.CCN=C=NCCCN(C)C.Cl.CCN(C(C)C)C(C)C. (6) Given the product [NH2:8][C@@:9]1([C:18]([OH:20])=[O:19])[CH2:11][C@@H:10]1[C:12]1[CH:17]=[CH:16][CH:15]=[CH:14][CH:13]=1, predict the reactants needed to synthesize it. The reactants are: C(OC([NH:8][C@@:9]1([C:18]([OH:20])=[O:19])[CH2:11][C@@H:10]1[C:12]1[CH:17]=[CH:16][CH:15]=[CH:14][CH:13]=1)=O)(C)(C)C.O1CCOCC1.Cl. (7) Given the product [CH3:30][O:31][C:32]1[CH:37]=[CH:36][C:35]([C:2]2[CH:7]=[CH:6][N:5]3[C:8](=[O:23])[N:9]([CH2:11][C:12]4[C:13]([CH3:22])=[N:14][C:15]([C:18]([F:19])([F:21])[F:20])=[CH:16][CH:17]=4)[N:10]=[C:4]3[C:3]=2[C:24]2[CH:25]=[CH:26][N:27]=[CH:28][CH:29]=2)=[CH:34][CH:33]=1, predict the reactants needed to synthesize it. The reactants are: Cl[C:2]1[CH:7]=[CH:6][N:5]2[C:8](=[O:23])[N:9]([CH2:11][C:12]3[C:13]([CH3:22])=[N:14][C:15]([C:18]([F:21])([F:20])[F:19])=[CH:16][CH:17]=3)[N:10]=[C:4]2[C:3]=1[C:24]1[CH:29]=[CH:28][N:27]=[CH:26][CH:25]=1.[CH3:30][O:31][C:32]1[CH:37]=[CH:36][C:35](B(O)O)=[CH:34][CH:33]=1.C(=O)([O-])[O-].[Na+].[Na+]. (8) The reactants are: C(O[C:4]([C:6]1[CH:7]=[N:8][C:9]2[C:14]([C:15]=1[NH:16][CH:17]1[CH2:21][CH2:20][CH2:19][CH2:18]1)=[CH:13][CH:12]=[CH:11][C:10]=2[O:22][CH3:23])=[O:5])C.[N:24]([C:27]1[CH:31]=[CH:30][S:29][CH:28]=1)=[C:25]=[O:26]. Given the product [CH:17]1([N:16]2[C:15]3[C:14]4[CH:13]=[CH:12][CH:11]=[C:10]([O:22][CH3:23])[C:9]=4[N:8]=[CH:7][C:6]=3[C:4](=[O:5])[N:24]([C:27]3[CH:31]=[CH:30][S:29][CH:28]=3)[C:25]2=[O:26])[CH2:21][CH2:20][CH2:19][CH2:18]1, predict the reactants needed to synthesize it.